This data is from Catalyst prediction with 721,799 reactions and 888 catalyst types from USPTO. The task is: Predict which catalyst facilitates the given reaction. (1) Reactant: [O:1]1[CH2:6][C:5](=[O:7])[NH:4][C:3]2[N:8]=[CH:9][CH:10]=[CH:11][C:2]1=2.[Br:12]N1C(=O)CCC1=O.O. Product: [Br:12][C:10]1[CH:9]=[N:8][C:3]2[NH:4][C:5](=[O:7])[CH2:6][O:1][C:2]=2[CH:11]=1. The catalyst class is: 3. (2) Reactant: [F:1][CH:2]([CH:6]([CH3:8])[CH3:7])[C:3]([OH:5])=[O:4].[CH3:9][C@@H:10]([NH2:17])[C:11]1[CH:16]=[CH:15][CH:14]=[CH:13][CH:12]=1. Product: [CH3:9][CH:10]([NH2:17])[C:11]1[CH:16]=[CH:15][CH:14]=[CH:13][CH:12]=1.[F:1][C@@H:2]([CH:6]([CH3:8])[CH3:7])[C:3]([OH:5])=[O:4]. The catalyst class is: 13. (3) Reactant: ClC(N(C)C)=C(C)C.[Br:9][C:10]1[N:11]=[C:12]([C@@:15]2([NH:24][C:25]([NH:27][C:28](=[O:35])[C:29]3[CH:34]=[CH:33][CH:32]=[CH:31][CH:30]=3)=[S:26])[C@H:20]([CH2:21]O)[CH2:19][C@H:18]([CH3:23])[O:17][CH2:16]2)[S:13][CH:14]=1. Product: [Br:9][C:10]1[N:11]=[C:12]([C@:15]23[CH2:16][O:17][C@@H:18]([CH3:23])[CH2:19][C@H:20]2[CH2:21][S:26][C:25]([NH:27][C:28](=[O:35])[C:29]2[CH:34]=[CH:33][CH:32]=[CH:31][CH:30]=2)=[N:24]3)[S:13][CH:14]=1. The catalyst class is: 4. (4) Reactant: [F:1][C:2]([F:11])([F:10])[C:3]1[C:4]([NH2:9])=[N:5][CH:6]=[CH:7][CH:8]=1.C1C(=O)N([Br:19])C(=O)C1.C([O-])(O)=O.[Na+]. Product: [Br:19][C:7]1[CH:8]=[C:3]([C:2]([F:1])([F:10])[F:11])[C:4]([NH2:9])=[N:5][CH:6]=1. The catalyst class is: 10. (5) Reactant: [Cl:1][C:2]1[N:7]=[C:6](Cl)[CH:5]=[C:4]([C:9]2[S:10][CH:11]=[CH:12][C:13]=2[Cl:14])[N:3]=1.[CH3:15][N:16]1[CH2:21][CH2:20][NH:19][CH2:18][CH2:17]1. Product: [Cl:1][C:2]1[N:3]=[C:4]([C:9]2[S:10][CH:11]=[CH:12][C:13]=2[Cl:14])[CH:5]=[C:6]([N:19]2[CH2:20][CH2:21][N:16]([CH3:15])[CH2:17][CH2:18]2)[N:7]=1. The catalyst class is: 8. (6) Reactant: [CH:1]([N:4]1[C:8]([C:9]2[N:18]=[C:17]3[N:11]([CH2:12][CH2:13][O:14][C:15]4[CH:22]=[CH:21][C:20]([S:23]([OH:26])(=O)=[O:24])=[CH:19][C:16]=43)[CH:10]=2)=[N:7][CH:6]=[N:5]1)([CH3:3])[CH3:2].C(Cl)(=O)C([Cl:30])=O.CN(C=O)C. Product: [CH:1]([N:4]1[C:8]([C:9]2[N:18]=[C:17]3[N:11]([CH2:12][CH2:13][O:14][C:15]4[CH:22]=[CH:21][C:20]([S:23]([Cl:30])(=[O:26])=[O:24])=[CH:19][C:16]=43)[CH:10]=2)=[N:7][CH:6]=[N:5]1)([CH3:3])[CH3:2]. The catalyst class is: 1.